Dataset: NCI-60 drug combinations with 297,098 pairs across 59 cell lines. Task: Regression. Given two drug SMILES strings and cell line genomic features, predict the synergy score measuring deviation from expected non-interaction effect. (1) Cell line: K-562. Drug 1: C1=NC2=C(N1)C(=S)N=C(N2)N. Synergy scores: CSS=51.5, Synergy_ZIP=-0.678, Synergy_Bliss=-2.05, Synergy_Loewe=-2.92, Synergy_HSA=1.23. Drug 2: C1=CC=C(C=C1)NC(=O)CCCCCCC(=O)NO. (2) Drug 1: C1=C(C(=O)NC(=O)N1)N(CCCl)CCCl. Drug 2: C1=NC2=C(N=C(N=C2N1C3C(C(C(O3)CO)O)O)F)N. Cell line: MOLT-4. Synergy scores: CSS=34.6, Synergy_ZIP=-9.15, Synergy_Bliss=-16.8, Synergy_Loewe=-20.3, Synergy_HSA=-15.5. (3) Cell line: MDA-MB-435. Synergy scores: CSS=-4.73, Synergy_ZIP=-0.531, Synergy_Bliss=-4.68, Synergy_Loewe=-8.69, Synergy_HSA=-7.23. Drug 2: CC1=CC=C(C=C1)C2=CC(=NN2C3=CC=C(C=C3)S(=O)(=O)N)C(F)(F)F. Drug 1: C1=CC(=CC=C1CCCC(=O)O)N(CCCl)CCCl. (4) Drug 1: CN1C(=O)N2C=NC(=C2N=N1)C(=O)N. Drug 2: CC1C(C(CC(O1)OC2CC(CC3=C2C(=C4C(=C3O)C(=O)C5=CC=CC=C5C4=O)O)(C(=O)C)O)N)O. Cell line: U251. Synergy scores: CSS=40.9, Synergy_ZIP=-3.99, Synergy_Bliss=-3.18, Synergy_Loewe=-4.07, Synergy_HSA=2.03. (5) Drug 1: C1=CC(=CC=C1CCCC(=O)O)N(CCCl)CCCl. Drug 2: C1CNP(=O)(OC1)N(CCCl)CCCl. Cell line: HS 578T. Synergy scores: CSS=22.6, Synergy_ZIP=-4.10, Synergy_Bliss=-0.307, Synergy_Loewe=-6.41, Synergy_HSA=-0.0527. (6) Drug 1: C1CC2CC3=C(CC1C24CN(S(=O)(=O)N4)CC(F)(F)F)C=CC(=C3)C=CCN5CCC(CC5)C(F)(F)F. Drug 2: C1CCC(C(C1)[NH-])[NH-].C(=O)(C(=O)[O-])[O-].[Pt+4]. Cell line: T-47D. Synergy scores: CSS=21.5, Synergy_ZIP=-11.0, Synergy_Bliss=-15.1, Synergy_Loewe=-13.7, Synergy_HSA=-9.93.